From a dataset of Reaction yield outcomes from USPTO patents with 853,638 reactions. Predict the reaction yield, written as a fraction of the theoretical maximum amount of product (1.0 means a 100% yield; for example, 0.34 means a 34% yield). (1) The reactants are [NH2:1][C:2]1[C:15]2[C:6](=[CH:7][C:8]3[C:9]4[C:14]=2[C:13](=[O:16])[N:12]([CH2:17][CH2:18][N:19]([CH3:21])[CH3:20])[C:11](=[O:22])[C:10]=4[CH:23]=[CH:24][CH:25]=3)[CH:5]=[CH:4][CH:3]=1.C(Cl)Cl.[CH3:29][OH:30]. The catalyst is C1(C)C=CC=CC=1. The product is [CH3:21][N:19]([CH3:20])[CH2:18][CH2:17][N:12]1[C:11](=[O:22])[C:10]2[CH:23]=[CH:24][CH:25]=[C:8]3[C:9]=2[C:14](=[C:15]2[C:2]([NH:1][C:13](=[O:16])[CH2:14][C:29](=[O:30])[CH2:8][CH2:7][C:6]4[CH:15]=[CH:2][CH:3]=[CH:4][CH:5]=4)=[CH:3][CH:4]=[CH:5][C:6]2=[CH:7]3)[C:13]1=[O:16]. The yield is 0.530. (2) The reactants are [C:1]1([C:7]2[CH:12]=[CH:11][CH:10]=[CH:9][C:8]=2[OH:13])[CH:6]=[CH:5][CH:4]=[CH:3][CH:2]=1.C([Li])CCC.[Cl:19][Ti:20](Cl)([Cl:31])[C:21]1([CH3:30])[C:25]([CH3:26])=[C:24]([CH3:27])[C:23]([CH3:28])=[C:22]1[CH3:29]. The catalyst is C1(C)C=CC=CC=1. The product is [Cl:19][Ti:20]([Cl:31])([C:21]1([CH3:30])[C:22]([CH3:29])=[C:23]([CH3:28])[C:24]([CH3:27])=[C:25]1[CH3:26])[O:13][C:8]1[CH:9]=[CH:10][CH:11]=[CH:12][C:7]=1[C:1]1[CH:2]=[CH:3][CH:4]=[CH:5][CH:6]=1. The yield is 0.850. (3) The yield is 0.730. The catalyst is N1C=CC=CC=1. The reactants are [NH:1]1[CH:5]=[CH:4][N:3]=[N:2]1.[C:6]([O:10][CH2:11][CH3:12])(=[O:9])[CH:7]=[CH2:8]. The product is [N:1]1([CH:7]([CH3:8])[C:6]([O:10][CH2:11][CH3:12])=[O:9])[CH:5]=[CH:4][N:3]=[N:2]1.